Dataset: Reaction yield outcomes from USPTO patents with 853,638 reactions. Task: Predict the reaction yield, written as a fraction of the theoretical maximum amount of product (1.0 means a 100% yield; for example, 0.34 means a 34% yield). (1) The reactants are [CH3:1][N:2]1[C:11]2[C:6](=[CH:7][CH:8]=[CH:9][N:10]=2)[CH:5]=[C:4]([C:12]([O:14][CH3:15])=[O:13])[C:3]1=[O:16].[Br:17]N1C(=O)CCC1=O.O. The catalyst is C(Cl)(Cl)(Cl)Cl. The product is [Br:17][CH2:1][N:2]1[C:11]2[C:6](=[CH:7][CH:8]=[CH:9][N:10]=2)[CH:5]=[C:4]([C:12]([O:14][CH3:15])=[O:13])[C:3]1=[O:16]. The yield is 0.730. (2) The reactants are [C:1](=[O:22])(OC1C=CC([N+]([O-])=O)=CC=1)[O:2][CH2:3][CH2:4][N:5]1[CH2:10][CH2:9][N:8]([CH3:11])[CH2:7][CH2:6]1.CCN(C(C)C)C(C)C.[C:32]1([CH:38]2[CH2:42][CH2:41][NH:40][CH2:39]2)[CH:37]=[CH:36][CH:35]=[CH:34][CH:33]=1. The catalyst is CN(C=O)C. The product is [C:32]1([CH:38]2[CH2:42][CH2:41][N:40]([C:1]([O:2][CH2:3][CH2:4][N:5]3[CH2:6][CH2:7][N:8]([CH3:11])[CH2:9][CH2:10]3)=[O:22])[CH2:39]2)[CH:37]=[CH:36][CH:35]=[CH:34][CH:33]=1. The yield is 0.480. (3) The reactants are CC(C)([O-])C.[K+].[N+:7]([CH2:9][C:10]([O:12][CH2:13][CH3:14])=[O:11])#[C-:8].[CH3:15][O:16][C:17]1[CH:26]=[CH:25][C:20]([CH2:21][N:22]=[C:23]=[S:24])=[CH:19][CH:18]=1.C(O)(=O)C. The catalyst is C1COCC1. The product is [CH2:13]([O:12][C:10]([C:9]1[N:7]=[CH:8][S:24][C:23]=1[NH:22][CH2:21][C:20]1[CH:25]=[CH:26][C:17]([O:16][CH3:15])=[CH:18][CH:19]=1)=[O:11])[CH3:14]. The yield is 0.590. (4) The reactants are Cl[C:2]1[C:11]2[C:6](=[CH:7][CH:8]=[CH:9][C:10]=2[C:12]2[CH:17]=[CH:16][CH:15]=[CH:14][CH:13]=2)[C:5]([C:18]2[CH:19]=[C:20]([NH2:24])[CH:21]=[N:22][CH:23]=2)=[N:4][N:3]=1.[CH2:25]([NH2:32])[C:26]1[CH:31]=[CH:30][CH:29]=[CH:28][CH:27]=1.C(NS(C1C=NC=C(C2C3C(=C(C4C=CC=CC=4)C=CC=3)C(NCC3C=CC=CN=3)=NN=2)C=1)(=O)=O)(C)(C)C. No catalyst specified. The product is [NH2:24][C:20]1[CH:19]=[C:18]([C:5]2[C:6]3[C:11](=[C:10]([C:12]4[CH:17]=[CH:16][CH:15]=[CH:14][CH:13]=4)[CH:9]=[CH:8][CH:7]=3)[C:2]([NH:32][CH2:25][C:26]3[CH:31]=[CH:30][CH:29]=[CH:28][CH:27]=3)=[N:3][N:4]=2)[CH:23]=[N:22][CH:21]=1. The yield is 0.309. (5) The reactants are [Cl:1][C:2]1[CH:3]=[CH:4][C:5]([O:18]C)=[C:6]([C:8]2[NH:9][C:10]3[C:15]([CH:16]=2)=[C:14]([F:17])[CH:13]=[CH:12][CH:11]=3)[CH:7]=1.B(Br)(Br)Br.CO.O. The catalyst is ClCCl. The product is [Cl:1][C:2]1[CH:3]=[CH:4][C:5]([OH:18])=[C:6]([C:8]2[NH:9][C:10]3[C:15]([CH:16]=2)=[C:14]([F:17])[CH:13]=[CH:12][CH:11]=3)[CH:7]=1. The yield is 0.250. (6) The reactants are C(N(CC)C(C)C)(C)C.[C:10]([O:14][C:15]([N:17]1[CH2:21][CH2:20][CH:19](C(O)=O)[CH2:18]1)=[O:16])([CH3:13])([CH3:12])[CH3:11].CN([C:28]([O:32]N1N=NC2C=CC=NC1=2)=[N+](C)C)C.F[P-](F)(F)(F)(F)F.[CH2:49]([O:51][C:52](=[O:63])[C:53]([NH2:62])([C:55]1[CH:60]=[CH:59][C:58]([Br:61])=[CH:57][CH:56]=1)[CH3:54])[CH3:50]. The catalyst is CN(C=O)C. The product is [C:10]([O:14][C:15]([N:17]1[CH2:18][CH2:19][CH2:20][CH:21]1[C:28](=[O:32])[NH:62][C:53]([C:55]1[CH:56]=[CH:57][C:58]([Br:61])=[CH:59][CH:60]=1)([C:52]([O:51][CH2:49][CH3:50])=[O:63])[CH3:54])=[O:16])([CH3:11])([CH3:12])[CH3:13]. The yield is 0.580. (7) The reactants are [O:1]1[CH:5]=[CH:4][N:3]=[CH:2]1.[Li]CCCC.I[C:12]1[CH:13]=[C:14]([C:22]([O:24][CH3:25])=[O:23])[CH:15]=[C:16]([CH:21]=1)[C:17]([O:19][CH3:20])=[O:18]. The catalyst is C1COCC1.CCOC(C)=O.O.[Cl-].[Cl-].[Zn+2].C1C=CC([P]([Pd]([P](C2C=CC=CC=2)(C2C=CC=CC=2)C2C=CC=CC=2)([P](C2C=CC=CC=2)(C2C=CC=CC=2)C2C=CC=CC=2)[P](C2C=CC=CC=2)(C2C=CC=CC=2)C2C=CC=CC=2)(C2C=CC=CC=2)C2C=CC=CC=2)=CC=1. The product is [O:1]1[CH:5]=[CH:4][N:3]=[C:2]1[C:12]1[CH:21]=[C:16]([C:17]([O:19][CH3:20])=[O:18])[CH:15]=[C:14]([CH:13]=1)[C:22]([O:24][CH3:25])=[O:23]. The yield is 0.540. (8) The reactants are [NH2:1][C:2]1[CH:7]=[C:6](Br)[N:5]=[C:4]([C:9]([O:11][CH3:12])=[O:10])[C:3]=1[Cl:13].CC1(C)C(C)(C)OB([C:22]2[CH:30]=[CH:29][C:25]3[N:26]=[CH:27][O:28][C:24]=3[CH:23]=2)O1.C([O-])([O-])=O.[K+].[K+].O. The catalyst is O1CCOCC1.Cl[Pd](Cl)([P](C1C=CC=CC=1)(C1C=CC=CC=1)C1C=CC=CC=1)[P](C1C=CC=CC=1)(C1C=CC=CC=1)C1C=CC=CC=1. The product is [NH2:1][C:2]1[CH:7]=[C:6]([C:22]2[CH:30]=[CH:29][C:25]3[N:26]=[CH:27][O:28][C:24]=3[CH:23]=2)[N:5]=[C:4]([C:9]([O:11][CH3:12])=[O:10])[C:3]=1[Cl:13]. The yield is 0.290.